This data is from NCI-60 drug combinations with 297,098 pairs across 59 cell lines. The task is: Regression. Given two drug SMILES strings and cell line genomic features, predict the synergy score measuring deviation from expected non-interaction effect. (1) Drug 1: CC1C(C(CC(O1)OC2CC(OC(C2O)C)OC3=CC4=CC5=C(C(=O)C(C(C5)C(C(=O)C(C(C)O)O)OC)OC6CC(C(C(O6)C)O)OC7CC(C(C(O7)C)O)OC8CC(C(C(O8)C)O)(C)O)C(=C4C(=C3C)O)O)O)O. Drug 2: CCCCC(=O)OCC(=O)C1(CC(C2=C(C1)C(=C3C(=C2O)C(=O)C4=C(C3=O)C=CC=C4OC)O)OC5CC(C(C(O5)C)O)NC(=O)C(F)(F)F)O. Cell line: MCF7. Synergy scores: CSS=46.5, Synergy_ZIP=-3.15, Synergy_Bliss=-4.32, Synergy_Loewe=-10.9, Synergy_HSA=-1.15. (2) Drug 1: CC1C(C(CC(O1)OC2CC(CC3=C2C(=C4C(=C3O)C(=O)C5=C(C4=O)C(=CC=C5)OC)O)(C(=O)C)O)N)O.Cl. Drug 2: C1=NNC2=C1C(=O)NC=N2. Cell line: SK-MEL-28. Synergy scores: CSS=16.0, Synergy_ZIP=-2.05, Synergy_Bliss=7.92, Synergy_Loewe=-20.8, Synergy_HSA=4.00.